This data is from Forward reaction prediction with 1.9M reactions from USPTO patents (1976-2016). The task is: Predict the product of the given reaction. (1) The product is: [O:27]=[C:18]1[C:19]2[C:20](=[CH:23][CH:24]=[CH:25][CH:26]=2)[C:21](=[O:22])[N:17]1[CH2:16][CH2:15][N:11]1[CH2:12][CH2:13][N:8]([C:6]([O:5][C:1]([CH3:4])([CH3:2])[CH3:3])=[O:7])[CH2:9][CH2:10]1. Given the reactants [C:1]([O:5][C:6]([N:8]1[CH2:13][CH2:12][NH:11][CH2:10][CH2:9]1)=[O:7])([CH3:4])([CH3:3])[CH3:2].Br[CH2:15][CH2:16][N:17]1[C:21](=[O:22])[C:20]2=[CH:23][CH:24]=[CH:25][CH:26]=[C:19]2[C:18]1=[O:27].C(=O)([O-])[O-].[K+].[K+], predict the reaction product. (2) Given the reactants [H-].[Na+].C(OC([N:10]1[CH2:15][CH2:14][C@:13]([OH:29])([C:16]2[C:17]([CH3:28])=[N:18][C:19]([CH2:22][O:23][CH2:24][CH2:25][O:26][CH3:27])=[CH:20][CH:21]=2)[C@@H:12]([OH:30])[CH2:11]1)=O)(C)(C)C.Br[CH2:32][C:33]1[CH:34]=[CH:35][C:36]2[O:41][CH2:40][C:39](=O)[N:38]([CH2:43][CH2:44][CH2:45][O:46][CH3:47])[C:37]=2[CH:48]=1.C([O-])(O)=O.[Na+], predict the reaction product. The product is: [CH3:27][O:26][CH2:25][CH2:24][O:23][CH2:22][C:19]1[N:18]=[C:17]([CH3:28])[C:16]([C@@:13]2([OH:29])[CH2:14][CH2:15][NH:10][CH2:11][C@@H:12]2[O:30][CH2:32][C:33]2[CH:34]=[CH:35][C:36]3[O:41][CH2:40][CH2:39][N:38]([CH2:43][CH2:44][CH2:45][O:46][CH3:47])[C:37]=3[CH:48]=2)=[CH:21][CH:20]=1. (3) Given the reactants Cl.[NH2:2][C@@H:3]1[CH2:8][CH2:7][C@H:6]([NH:9][C:10]([C:12]2[C:16]3[N:17]=[CH:18][N:19]=[C:20]([C:21]4[CH:26]=[C:25]([CH3:27])[C:24]([F:28])=[CH:23][C:22]=4[O:29][CH2:30][CH:31]4[CH2:33][CH2:32]4)[C:15]=3[NH:14][C:13]=2[CH3:34])=[O:11])[CH2:5][CH2:4]1.[CH3:35][O:36][CH2:37][C:38](Cl)=[O:39], predict the reaction product. The product is: [CH:31]1([CH2:30][O:29][C:22]2[CH:23]=[C:24]([F:28])[C:25]([CH3:27])=[CH:26][C:21]=2[C:20]2[C:15]3[NH:14][C:13]([CH3:34])=[C:12]([C:10]([NH:9][C@H:6]4[CH2:7][CH2:8][C@@H:3]([NH:2][C:38](=[O:39])[CH2:37][O:36][CH3:35])[CH2:4][CH2:5]4)=[O:11])[C:16]=3[N:17]=[CH:18][N:19]=2)[CH2:32][CH2:33]1. (4) Given the reactants [NH:1]1[C:9]2[C:4](=[CH:5][CH:6]=[CH:7][CH:8]=2)[CH:3]=[CH:2]1.P(Cl)(Cl)(Cl)=O.[OH-].[Na+].CN([CH:20]=[O:21])C, predict the reaction product. The product is: [NH:1]1[C:9]2[C:4](=[CH:5][CH:6]=[CH:7][CH:8]=2)[C:3]([CH:20]=[O:21])=[CH:2]1. (5) Given the reactants Cl[CH2:2][C:3]1[CH:8]=[CH:7][C:6]([CH2:9][NH:10][C:11](=[O:13])[CH3:12])=[CH:5][CH:4]=1.[N:14]1[CH:19]=[CH:18][C:17]([N:20]2[CH2:25][CH2:24][NH:23][CH2:22][CH2:21]2)=[CH:16][CH:15]=1.C(=O)([O-])[O-].[K+].[K+].O, predict the reaction product. The product is: [N:14]1[CH:19]=[CH:18][C:17]([N:20]2[CH2:21][CH2:22][N:23]([CH2:2][C:3]3[CH:8]=[CH:7][C:6]([CH2:9][NH:10][C:11](=[O:13])[CH3:12])=[CH:5][CH:4]=3)[CH2:24][CH2:25]2)=[CH:16][CH:15]=1. (6) Given the reactants N#N.[CH3:3][C:4]1([C:9]2[CH:14]=[C:13]([CH2:15]OS(C)(=O)=O)[CH:12]=[CH:11][N:10]=2)[O:8][CH2:7][CH2:6][O:5]1.[N+:21]([C:24]1[CH:28]=[N:27][NH:26][N:25]=1)([O-:23])=[O:22].CCN(C(C)C)C(C)C, predict the reaction product. The product is: [CH3:3][C:4]1([C:9]2[CH:14]=[C:13]([CH2:15][N:26]3[N:25]=[C:24]([N+:21]([O-:23])=[O:22])[CH:28]=[N:27]3)[CH:12]=[CH:11][N:10]=2)[O:5][CH2:6][CH2:7][O:8]1. (7) Given the reactants Cl.[CH:2]1([C:5]2[N:6]=[CH:7][C:8]([O:11][C@@H:12]3[CH2:22][N:15]4[C:16](=[O:21])[CH2:17][CH2:18][NH:19][CH2:20][C@H:14]4[CH2:13]3)=[N:9][CH:10]=2)[CH2:4][CH2:3]1.Cl[C:24]1[CH:29]=[CH:28][C:27]([C:30]([F:33])([F:32])[F:31])=[CH:26][N:25]=1.C(=O)([O-])[O-].[Na+].[Na+], predict the reaction product. The product is: [CH:2]1([C:5]2[N:6]=[CH:7][C:8]([O:11][C@@H:12]3[CH2:22][N:15]4[C:16](=[O:21])[CH2:17][CH2:18][N:19]([C:24]5[CH:29]=[CH:28][C:27]([C:30]([F:33])([F:32])[F:31])=[CH:26][N:25]=5)[CH2:20][C@H:14]4[CH2:13]3)=[N:9][CH:10]=2)[CH2:4][CH2:3]1. (8) The product is: [NH:17]([S:14]([C:6]1[CH:7]=[CH:8][C:9]([O:12][CH3:13])=[C:10]2[C:5]=1[O:4][CH2:3][C@H:2]([NH:1][C:32](=[O:33])[O:34][CH2:35][CH3:36])[CH2:11]2)(=[O:15])=[O:16])[C:18]1[CH:19]=[CH:20][CH:21]=[CH:22][CH:23]=1. Given the reactants [NH2:1][C@@H:2]1[CH2:11][C:10]2[C:5](=[C:6]([S:14]([NH:17][C:18]3[CH:23]=[CH:22][CH:21]=[CH:20][CH:19]=3)(=[O:16])=[O:15])[CH:7]=[CH:8][C:9]=2[O:12][CH3:13])[O:4][CH2:3]1.C(N(CC)CC)C.Cl[C:32]([O:34][CH2:35][CH3:36])=[O:33], predict the reaction product. (9) Given the reactants [CH3:1][O:2][C:3]1[CH:4]=[C:5]([CH:11]=[CH:12][C:13]([OH:15])=O)[CH:6]=[CH:7][C:8]=1[O:9][CH3:10].O[NH:17][C:18](=[NH:28])[CH2:19][CH2:20][CH2:21][CH2:22][CH2:23][CH2:24][CH2:25][CH2:26][CH3:27], predict the reaction product. The product is: [CH3:1][O:2][C:3]1[CH:4]=[C:5]([CH:11]=[CH:12][C:13]2[O:15][N:28]=[C:18]([CH2:19][CH2:20][CH2:21][CH2:22][CH2:23][CH2:24][CH2:25][CH2:26][CH3:27])[N:17]=2)[CH:6]=[CH:7][C:8]=1[O:9][CH3:10].